Dataset: Full USPTO retrosynthesis dataset with 1.9M reactions from patents (1976-2016). Task: Predict the reactants needed to synthesize the given product. (1) The reactants are: [Br:1][C:2]1[CH:3]=[C:4]([C:14]([OH:16])=O)[C:5]2[CH:6]=[N:7][N:8]([CH:11]([CH3:13])[CH3:12])[C:9]=2[CH:10]=1.[NH2:17][CH2:18][C:19]1[C:20](=[O:27])[NH:21][C:22]([CH3:26])=[CH:23][C:24]=1[CH3:25].ON1C2N=CC=CC=2N=N1.C(Cl)CCl.CN1CCOCC1. Given the product [Br:1][C:2]1[CH:3]=[C:4]([C:14]([NH:17][CH2:18][C:19]2[C:20](=[O:27])[NH:21][C:22]([CH3:26])=[CH:23][C:24]=2[CH3:25])=[O:16])[C:5]2[CH:6]=[N:7][N:8]([CH:11]([CH3:12])[CH3:13])[C:9]=2[CH:10]=1, predict the reactants needed to synthesize it. (2) Given the product [OH:22][CH2:23][C:24]([NH:28][S:29]([C:32]1[CH:33]=[N:34][CH:35]=[C:36]([C:21]#[C:20][C:19]2[CH:18]=[N:17][N:11]3[C:12]([CH:14]4[CH2:16][CH2:15]4)=[CH:13][C:8]([C:5]4[CH:6]=[CH:7][C:2]([Cl:1])=[CH:3][CH:4]=4)=[N:9][C:10]=23)[CH:37]=1)(=[O:31])=[O:30])([CH2:26][OH:27])[CH3:25], predict the reactants needed to synthesize it. The reactants are: [Cl:1][C:2]1[CH:7]=[CH:6][C:5]([C:8]2[CH:13]=[C:12]([CH:14]3[CH2:16][CH2:15]3)[N:11]3[N:17]=[CH:18][C:19]([C:20]#[CH:21])=[C:10]3[N:9]=2)=[CH:4][CH:3]=1.[OH:22][CH2:23][C:24]([NH:28][S:29]([C:32]1[CH:33]=[N:34][CH:35]=[C:36](Br)[CH:37]=1)(=[O:31])=[O:30])([CH2:26][OH:27])[CH3:25]. (3) Given the product [O:15]=[C:14]([C:3]1[C:4]2=[N:5][CH:6]=[CH:7][CH:8]=[C:9]2[NH:1][CH:2]=1)[C:13]([NH2:19])=[O:17], predict the reactants needed to synthesize it. The reactants are: [NH:1]1[C:9]2[C:4](=[N:5][CH:6]=[CH:7][CH:8]=2)[CH:3]=[CH:2]1.C[Mg]I.[C:13](Cl)(=[O:17])[C:14](Cl)=[O:15].[N:19]1C=CC=CC=1.N. (4) Given the product [F:1][C:2]1[CH:3]=[C:4]([C:16]2[C:17]([CH:22]3[CH2:23][N:24]([C:26]([O:28][C:29]([CH3:32])([CH3:31])[CH3:30])=[O:27])[CH2:25]3)=[N:18][CH:19]=[CH:20][N:21]=2)[CH:5]=[CH:6][C:7]=1[C:8](=[O:11])[NH:9][CH3:10], predict the reactants needed to synthesize it. The reactants are: [F:1][C:2]1[CH:3]=[C:4](B(O)O)[CH:5]=[CH:6][C:7]=1[C:8](=[O:11])[NH:9][CH3:10].Cl[C:16]1[C:17]([CH:22]2[CH2:25][N:24]([C:26]([O:28][C:29]([CH3:32])([CH3:31])[CH3:30])=[O:27])[CH2:23]2)=[N:18][CH:19]=[CH:20][N:21]=1.